From a dataset of M1 muscarinic receptor antagonist screen with 61,756 compounds. Binary Classification. Given a drug SMILES string, predict its activity (active/inactive) in a high-throughput screening assay against a specified biological target. (1) The drug is O(c1ccc(cc1)C(=O)Nc1nn(nn1)CC)CC. The result is 0 (inactive). (2) The drug is Clc1c(Cn2c(nc3n(c(=O)n(c(=O)c23)C)C)CN2CC(CC(C2)C)C)cccc1. The result is 0 (inactive). (3) The drug is S(=O)(=O)(NCCC(=O)Nc1cc(cc(c1)C)C)c1cc2oc(=O)n(c2cc1)C. The result is 0 (inactive). (4) The drug is O=C(CN(CC)CC)c1c2c([nH]c1)cccc2. The result is 0 (inactive). (5) The molecule is O=c1n2c(nc3n(CC=C)c(=O)c(cc13)C#N)cccc2. The result is 0 (inactive).